From a dataset of Reaction yield outcomes from USPTO patents with 853,638 reactions. Predict the reaction yield, written as a fraction of the theoretical maximum amount of product (1.0 means a 100% yield; for example, 0.34 means a 34% yield). (1) The reactants are [I:1][C:2]1[NH:6][C:5]([C@@H:7]2[CH2:11][CH2:10][C@H:9]([CH3:12])[N:8]2[C:13]([O:15]C(C)(C)C)=O)=[N:4][CH:3]=1.Cl.[CH3:21][O:22][C:23]([NH:25][C@@H:26]([CH:30]([CH3:32])[CH3:31])C(O)=O)=O.[CH3:33]N(C(ON1N=NC2C=CC=NC1=2)=[N+](C)C)C.F[P-](F)(F)(F)(F)F.C(N(C(C)C)CC)(C)C. The catalyst is ClCCl. The product is [I:1][C:2]1[NH:6][C:5]([C@@H:7]2[CH2:11][CH2:10][C@H:9]([CH3:12])[N:8]2[C:13](=[O:15])[C@@H:26]([NH:25][C:23]([O:22][CH3:21])=[CH2:33])[CH:30]([CH3:32])[CH3:31])=[N:4][CH:3]=1. The yield is 0.940. (2) The yield is 0.930. The catalyst is O1CCCC1.CCCCCC. The reactants are [CH2:1]([CH:3]([C:6]1[C:10]([CH2:11][CH2:12][C:13](OCC)=[O:14])=[CH:9][N:8]([C:18]2[CH:23]=[CH:22][C:21]([C:24]([F:27])([F:26])[F:25])=[CH:20][N:19]=2)[N:7]=1)[CH2:4][CH3:5])[CH3:2].[H-].C([Al+]CC(C)C)C(C)C.Cl. The product is [CH2:1]([CH:3]([C:6]1[C:10]([CH2:11][CH2:12][CH2:13][OH:14])=[CH:9][N:8]([C:18]2[CH:23]=[CH:22][C:21]([C:24]([F:26])([F:27])[F:25])=[CH:20][N:19]=2)[N:7]=1)[CH2:4][CH3:5])[CH3:2].